This data is from Peptide-MHC class II binding affinity with 134,281 pairs from IEDB. The task is: Regression. Given a peptide amino acid sequence and an MHC pseudo amino acid sequence, predict their binding affinity value. This is MHC class II binding data. (1) The peptide sequence is VSKGAPCRIPVIVAD. The MHC is HLA-DQA10201-DQB10303 with pseudo-sequence HLA-DQA10201-DQB10303. The binding affinity (normalized) is 0.303. (2) The peptide sequence is AFSVAATAANAAPAN. The MHC is DRB1_0802 with pseudo-sequence DRB1_0802. The binding affinity (normalized) is 0.500. (3) The peptide sequence is KGPLRMVLAFITFLR. The MHC is DRB1_1501 with pseudo-sequence DRB1_1501. The binding affinity (normalized) is 1.00. (4) The MHC is DRB1_0404 with pseudo-sequence DRB1_0404. The peptide sequence is YDKFLANVSTVCTGK. The binding affinity (normalized) is 0.594. (5) The peptide sequence is RRSIPVNEALAAAGL. The MHC is HLA-DQA10501-DQB10402 with pseudo-sequence HLA-DQA10501-DQB10402. The binding affinity (normalized) is 0.522. (6) The peptide sequence is TPAETTVRLRAYMNTPGLPV. The MHC is DRB1_1101 with pseudo-sequence DRB1_1101. The binding affinity (normalized) is 0.480. (7) The peptide sequence is DFQAQAQFLELNPHPP. The MHC is H-2-IAb with pseudo-sequence H-2-IAb. The binding affinity (normalized) is 0.238.